From a dataset of Full USPTO retrosynthesis dataset with 1.9M reactions from patents (1976-2016). Predict the reactants needed to synthesize the given product. (1) Given the product [Cl:1][C:2]1[N:10]=[C:9]2[C:5]([N:6]=[CH:7][N:8]2[CH2:18][CH3:19])=[C:4]([N:11]2[CH:16]=[CH:15][C:14](=[O:17])[CH:13]=[CH:12]2)[N:3]=1, predict the reactants needed to synthesize it. The reactants are: [Cl:1][C:2]1[N:10]=[C:9]2[C:5]([NH:6][CH:7]=[N:8]2)=[C:4]([N:11]2[CH:16]=[CH:15][C:14](=[O:17])[CH:13]=[CH:12]2)[N:3]=1.[CH2:18](I)[CH3:19].C([O-])([O-])=O.[K+].[K+]. (2) Given the product [Cl:16][C:10]1[CH:11]=[CH:12][CH:13]=[C:14]([Cl:15])[C:9]=1[C:4]1[CH:5]=[C:6]([F:8])[CH:7]=[C:2]([CH:24]=[O:25])[C:3]=1[O:17][CH3:18], predict the reactants needed to synthesize it. The reactants are: Br[C:2]1[C:3]([O:17][CH3:18])=[C:4]([C:9]2[C:14]([Cl:15])=[CH:13][CH:12]=[CH:11][C:10]=2[Cl:16])[CH:5]=[C:6]([F:8])[CH:7]=1.C([Mg]Cl)(C)C.[CH:24](N1CCCCC1)=[O:25].